This data is from Peptide-MHC class I binding affinity with 185,985 pairs from IEDB/IMGT. The task is: Regression. Given a peptide amino acid sequence and an MHC pseudo amino acid sequence, predict their binding affinity value. This is MHC class I binding data. (1) The peptide sequence is YPPRPCGIV. The MHC is Mamu-A01 with pseudo-sequence Mamu-A01. The binding affinity (normalized) is 0.230. (2) The peptide sequence is MALVAFLRF. The MHC is HLA-B35:01 with pseudo-sequence HLA-B35:01. The binding affinity (normalized) is 0.707. (3) The peptide sequence is RMLNILNGRK. The MHC is HLA-A03:01 with pseudo-sequence HLA-A03:01. The binding affinity (normalized) is 0.757. (4) The peptide sequence is KSVGVERTM. The MHC is HLA-A03:01 with pseudo-sequence HLA-A03:01. The binding affinity (normalized) is 0.0847. (5) The peptide sequence is ETIEDYLGY. The MHC is HLA-B40:01 with pseudo-sequence HLA-B40:01. The binding affinity (normalized) is 0.0847. (6) The peptide sequence is KYFVRSTEK. The MHC is HLA-A02:03 with pseudo-sequence HLA-A02:03. The binding affinity (normalized) is 0.0847. (7) The peptide sequence is FTFDNSKFV. The MHC is HLA-B15:01 with pseudo-sequence HLA-B15:01. The binding affinity (normalized) is 0.0847.